From a dataset of Reaction yield outcomes from USPTO patents with 853,638 reactions. Predict the reaction yield, written as a fraction of the theoretical maximum amount of product (1.0 means a 100% yield; for example, 0.34 means a 34% yield). (1) The reactants are [NH2:1][C:2]1[N:7]=[CH:6][C:5]([C:8]([F:13])([F:12])[C:9]([OH:11])=O)=[CH:4][N:3]=1.Cl.[NH2:15][CH2:16][C:17]1[CH:18]=[C:19]2[C:23](=[CH:24][CH:25]=1)[C:22](=[O:26])[N:21]([CH:27]1[CH2:32][CH2:31][C:30](=[O:33])[NH:29][C:28]1=[O:34])[CH2:20]2.C(N(CC)C(C)C)(C)C.F[P-](F)(F)(F)(F)F.CN(C(N(C)C)=[N+]1C2C(=NC=CC=2)[N+]([O-])=N1)C. The catalyst is CN(C)C=O.O. The product is [NH2:1][C:2]1[N:3]=[CH:4][C:5]([C:8]([F:13])([F:12])[C:9]([NH:15][CH2:16][C:17]2[CH:18]=[C:19]3[C:23](=[CH:24][CH:25]=2)[C:22](=[O:26])[N:21]([CH:27]2[CH2:32][CH2:31][C:30](=[O:33])[NH:29][C:28]2=[O:34])[CH2:20]3)=[O:11])=[CH:6][N:7]=1. The yield is 0.150. (2) The reactants are [C:1]([C:5]1[CH:11]=[CH:10][C:9]([N+:12]([O-:14])=[O:13])=[CH:8][C:6]=1N)([CH3:4])([CH3:3])[CH3:2].Cl.N([O-])=O.[Na+].[H+].[F:21][P-](F)(F)(F)(F)F. The catalyst is O. The product is [C:1]([C:5]1[CH:11]=[CH:10][C:9]([N+:12]([O-:14])=[O:13])=[CH:8][C:6]=1[F:21])([CH3:4])([CH3:3])[CH3:2]. The yield is 0.120. (3) The reactants are [CH2:1]([O:8][C:9]([NH:11][C@@H:12]1[CH2:20][C:19]2[C:14](=[CH:15][CH:16]=[C:17]([C:21](OC)=[O:22])[CH:18]=2)[CH2:13]1)=[O:10])[C:2]1[CH:7]=[CH:6][CH:5]=[CH:4][CH:3]=1.[H-].[Al+3].[Li+].[H-].[H-].[H-]. The catalyst is C1COCC1. The product is [OH:22][CH2:21][C:17]1[CH:18]=[C:19]2[C:14](=[CH:15][CH:16]=1)[CH2:13][C@H:12]([NH:11][C:9](=[O:10])[O:8][CH2:1][C:2]1[CH:3]=[CH:4][CH:5]=[CH:6][CH:7]=1)[CH2:20]2. The yield is 0.820.